This data is from Full USPTO retrosynthesis dataset with 1.9M reactions from patents (1976-2016). The task is: Predict the reactants needed to synthesize the given product. Given the product [CH2:49]([C:56]1[CH:61]=[CH:60][N:59]=[C:58]([F:62])[C:57]=1[CH2:63][CH2:64][O:65][C:37]1[C:46]2[C:41](=[CH:42][C:43]([O:47][CH3:48])=[CH:44][CH:45]=2)[N:40]=[CH:39][CH:38]=1)[C:50]1[CH:51]=[CH:52][CH:53]=[CH:54][CH:55]=1, predict the reactants needed to synthesize it. The reactants are: C(P(C(C)(C)C)C1C=CC2C(=CC=CC=2)C=1C1C2C(=CC=CC=2)C=CC=1)(C)(C)C.C(=O)([O-])[O-].[Cs+].[Cs+].I[C:37]1[C:46]2[C:41](=[CH:42][C:43]([O:47][CH3:48])=[CH:44][CH:45]=2)[N:40]=[CH:39][CH:38]=1.[CH2:49]([C:56]1[CH:61]=[CH:60][N:59]=[C:58]([F:62])[C:57]=1[CH2:63][CH2:64][OH:65])[C:50]1[CH:55]=[CH:54][CH:53]=[CH:52][CH:51]=1.